From a dataset of Forward reaction prediction with 1.9M reactions from USPTO patents (1976-2016). Predict the product of the given reaction. (1) The product is: [C:12]([CH:8]1[CH2:1][CH2:2][CH2:3][C:4](=[O:52])[CH:5]([O:9][SiH:43]([CH3:44])[CH3:39])[CH2:6][CH2:7]1)([CH3:14])([CH3:35])[CH3:11]. Given the reactants [CH:1]1(O)[CH2:8][CH2:7][CH2:6][CH:5]([OH:9])[CH2:4][CH2:3][CH2:2]1.[CH3:11][C:12]([CH3:14])=O.OS(O)(=O)=O.O=[Cr](=O)=O.S(=O)(=O)(O)O.[Cr](O)(O)(=O)=O.N1C=CN=[CH:35]1.[C:39]([Si:43](Cl)(C)[CH3:44])(C)(C)C.C(=O)(O)[O-].[Na+].[OH2:52], predict the reaction product. (2) Given the reactants [C:1](Cl)(=[O:8])[C:2]1[CH:7]=[CH:6][CH:5]=[CH:4][CH:3]=1.[CH2:10]([NH2:18])[CH2:11][C:12]1[CH:17]=[CH:16][CH:15]=[CH:14][CH:13]=1, predict the reaction product. The product is: [CH2:10]([NH:18][C:1](=[O:8])[C:2]1[CH:7]=[CH:6][CH:5]=[CH:4][CH:3]=1)[CH2:11][C:12]1[CH:17]=[CH:16][CH:15]=[CH:14][CH:13]=1. (3) Given the reactants [H-].C(N([Al](N(CCCCCC)CCCCCC)N(CCCCCC)CCCCCC)CCCCCC)CCCCC.[Li+].N[C@H](C(O)=[O:53])CC1CCCCC1.[C:55]([C:57]([C:60]1[CH:67]=[CH:66][C:63]([C:64]#N)=[CH:62][CH:61]=1)([CH3:59])[CH3:58])#[N:56], predict the reaction product. The product is: [CH:64]([C:63]1[CH:66]=[CH:67][C:60]([C:57]([CH3:59])([CH3:58])[C:55]#[N:56])=[CH:61][CH:62]=1)=[O:53]. (4) Given the reactants Br[C:2]1[N:6]2[N:7]=[C:8]([NH2:11])[CH:9]=[CH:10][C:5]2=[N:4][CH:3]=1.[F:12][C:13]1[CH:18]=[CH:17][CH:16]=[CH:15][C:14]=1B(O)O.C([O-])([O-])=O.[Cs+].[Cs+].O1CCOCC1, predict the reaction product. The product is: [F:12][C:13]1[CH:18]=[CH:17][CH:16]=[CH:15][C:14]=1[C:2]1[N:6]2[N:7]=[C:8]([NH2:11])[CH:9]=[CH:10][C:5]2=[N:4][CH:3]=1.